Dataset: NCI-60 drug combinations with 297,098 pairs across 59 cell lines. Task: Regression. Given two drug SMILES strings and cell line genomic features, predict the synergy score measuring deviation from expected non-interaction effect. Drug 1: C1=NC2=C(N=C(N=C2N1C3C(C(C(O3)CO)O)O)F)N. Drug 2: CCCCCOC(=O)NC1=NC(=O)N(C=C1F)C2C(C(C(O2)C)O)O. Cell line: NCI/ADR-RES. Synergy scores: CSS=8.37, Synergy_ZIP=-6.31, Synergy_Bliss=-2.94, Synergy_Loewe=-31.3, Synergy_HSA=-7.59.